From a dataset of Forward reaction prediction with 1.9M reactions from USPTO patents (1976-2016). Predict the product of the given reaction. Given the reactants [CH2:1]([O:3][C:4]([C:6]1[CH:7]=[N:8][N:9]([C:11]2[NH:20][C:19](=O)[C:18]3[C:13](=[CH:14][C:15]([F:31])=[C:16]([O:22][C:23]4[C:28]([CH3:29])=[CH:27][CH:26]=[CH:25][C:24]=4[CH3:30])[CH:17]=3)[N:12]=2)[CH:10]=1)=[O:5])[CH3:2].[Li+].[Cl-].O=P(Cl)(Cl)[Cl:36].CCN(C(C)C)C(C)C, predict the reaction product. The product is: [Cl:36][C:19]1[C:18]2[C:13](=[CH:14][C:15]([F:31])=[C:16]([O:22][C:23]3[C:28]([CH3:29])=[CH:27][CH:26]=[CH:25][C:24]=3[CH3:30])[CH:17]=2)[N:12]=[C:11]([N:9]2[CH:10]=[C:6]([C:4]([O:3][CH2:1][CH3:2])=[O:5])[CH:7]=[N:8]2)[N:20]=1.